This data is from Forward reaction prediction with 1.9M reactions from USPTO patents (1976-2016). The task is: Predict the product of the given reaction. (1) Given the reactants [C:1]([C:3]1[CH:4]=[C:5]([CH:9]=[CH:10][C:11]=1[O:12][CH:13]([CH3:15])[CH3:14])[C:6]([OH:8])=O)#[N:2].CCN=C=NCCCN(C)C.Cl.C1C=CC2N(O)N=NC=2C=1.[C:38]([O:42][C:43](=[O:59])[NH:44][C:45]1([C:49]2[CH:54]=[CH:53][C:52]([C:55](=[NH:58])[NH:56]O)=[CH:51][CH:50]=2)[CH2:48][O:47][CH2:46]1)([CH3:41])([CH3:40])[CH3:39], predict the reaction product. The product is: [C:38]([O:42][C:43](=[O:59])[NH:44][C:45]1([C:49]2[CH:54]=[CH:53][C:52]([C:55]3[N:56]=[C:6]([C:5]4[CH:9]=[CH:10][C:11]([O:12][CH:13]([CH3:15])[CH3:14])=[C:3]([C:1]#[N:2])[CH:4]=4)[O:8][N:58]=3)=[CH:51][CH:50]=2)[CH2:46][O:47][CH2:48]1)([CH3:41])([CH3:39])[CH3:40]. (2) Given the reactants [CH:1]([C:3]1[O:7][CH:6]=[C:5]([C:8]2[CH:9]=[N:10][N:11]3[C:16]([C:17]4[CH:18]=[C:19]([NH:23][C:24](=[O:35])[C:25]5[CH:30]=[CH:29][CH:28]=[C:27]([C:31]([F:34])([F:33])[F:32])[CH:26]=5)[CH:20]=[CH:21][CH:22]=4)=[CH:15][CH:14]=[N:13][C:12]=23)[CH:4]=1)=O.[CH2:36]([N:38]1[CH2:43][CH2:42][NH:41][CH2:40][CH2:39]1)[CH3:37], predict the reaction product. The product is: [CH2:36]([N:38]1[CH2:43][CH2:42][N:41]([CH2:1][C:3]2[O:7][CH:6]=[C:5]([C:8]3[CH:9]=[N:10][N:11]4[C:16]([C:17]5[CH:18]=[C:19]([NH:23][C:24](=[O:35])[C:25]6[CH:30]=[CH:29][CH:28]=[C:27]([C:31]([F:34])([F:33])[F:32])[CH:26]=6)[CH:20]=[CH:21][CH:22]=5)=[CH:15][CH:14]=[N:13][C:12]=34)[CH:4]=2)[CH2:40][CH2:39]1)[CH3:37]. (3) Given the reactants [N+:1]([C:4]1[CH:8]=[CH:7][NH:6][CH:5]=1)([O-:3])=[O:2].[Br:9]N1C(C)(C)C(=O)N(Br)C1=O, predict the reaction product. The product is: [Br:9][C:7]1[NH:6][CH:5]=[C:4]([N+:1]([O-:3])=[O:2])[CH:8]=1. (4) Given the reactants CON(C)[C:4]([C:6]1[C:7]([CH3:12])=[N:8][O:9][C:10]=1[CH3:11])=[O:5].C[Mg+].[Br-].Cl.[C:18](OCC)(=O)C, predict the reaction product. The product is: [CH3:12][C:7]1[C:6]([C:4](=[O:5])[CH3:18])=[C:10]([CH3:11])[O:9][N:8]=1. (5) Given the reactants FC(F)(F)C(O)=O.[C:8]1([CH2:14][O:15][C:16]2[CH:21]=[CH:20][C:19]([O:22][CH2:23][C@H:24]3[CH2:28][CH2:27][CH2:26][N:25]3C(OC(C)(C)C)=O)=[CH:18][C:17]=2[C:36]([NH:38][C:39]2[CH:40]=[N:41][CH:42]=[CH:43][CH:44]=2)=[O:37])[CH:13]=[CH:12][CH:11]=[CH:10][CH:9]=1.C([O-])(O)=O.[Na+], predict the reaction product. The product is: [C:8]1([CH2:14][O:15][C:16]2[CH:21]=[CH:20][C:19]([O:22][CH2:23][C@H:24]3[CH2:28][CH2:27][CH2:26][NH:25]3)=[CH:18][C:17]=2[C:36]([NH:38][C:39]2[CH:40]=[N:41][CH:42]=[CH:43][CH:44]=2)=[O:37])[CH:9]=[CH:10][CH:11]=[CH:12][CH:13]=1. (6) Given the reactants [O:1]=[C:2]1[C:7]2[N:8]3[C:14](=[C:15](C#N)[C:6]=2[N:5]=[CH:4][NH:3]1)[CH2:13][CH2:12][CH2:11][CH2:10][CH2:9]3.[OH-].[Na+], predict the reaction product. The product is: [N:5]1[C:6]2[CH:15]=[C:14]3[N:8]([C:7]=2[C:2](=[O:1])[NH:3][CH:4]=1)[CH2:9][CH2:10][CH2:11][CH2:12][CH2:13]3.